The task is: Binary Classification. Given a miRNA mature sequence and a target amino acid sequence, predict their likelihood of interaction.. This data is from Experimentally validated miRNA-target interactions with 360,000+ pairs, plus equal number of negative samples. (1) The miRNA is hsa-miR-3666 with sequence CAGUGCAAGUGUAGAUGCCGA. The protein sequence of the target gene is MSGRGKQGGKARAKSKSRSSRAGLQFPVGRIHRLLRKGNYAERIGAGAPVYLAAVLEYLTAEILELAGNASRDNKKTRIIPRHLQLAIRNDEELNKLLGGVTIAQGGVLPNIQAVLLPKKTESHHHKAQSK. Result: 0 (no interaction). (2) The miRNA is hsa-miR-4472 with sequence GGUGGGGGGUGUUGUUUU. The protein sequence of the target gene is METDESPSPLPCGPAGEAVMESRARPFQALPREQSPPPPLQTSSGAEVMDVGSGGDGQSELPAEDPFNFYGASLLSKGSFSKGRLLIDPNCSGHSPRTARHAPAVRKFSPDLKLLKDVKISVSFTESCRSKDRKVLYTGAERDVRAECGLLLSPVSGDVHACPFGGSVGDGVGIGGESADKKDEENELDQEKRVEYAVLDELEDFTDNLELDEEGAGGFTAKAIVQRDRVDEEALNFPYEDDFDNDVDALLEEGLCAPKKRRTEEKYGGDSDHPSDGETSVQPMMTKIKTVLKSRGRPPT.... Result: 1 (interaction).